Dataset: Forward reaction prediction with 1.9M reactions from USPTO patents (1976-2016). Task: Predict the product of the given reaction. (1) Given the reactants O[C:2]1[CH:7]=[CH:6][C:5]([CH:8]2[CH2:13][CH2:12][C:11](=[O:14])[CH2:10][CH2:9]2)=[CH:4][CH:3]=1.[H-].[Na+].C([C:19](CC)(P(=O)=O)[C:20]([O:22][CH2:23][CH3:24])=[O:21])C, predict the reaction product. The product is: [OH:14][C:11]1[CH:12]=[CH:13][C:8]([CH:5]2[CH2:6][CH2:7][C:2](=[CH:19][C:20]([O:22][CH2:23][CH3:24])=[O:21])[CH2:3][CH2:4]2)=[CH:9][CH:10]=1. (2) The product is: [ClH:65].[NH2:57][CH2:56][C@H:53]1[CH2:54][CH2:55][C@H:50]([C:48]([NH:47][C@H:32]([C:33](=[O:46])[NH:34][C:35]2[CH:36]=[CH:37][C:38]([C:41]3[N:42]=[N:43][NH:44][N:45]=3)=[CH:39][CH:40]=2)[CH2:31][C:28]2[CH:27]=[CH:26][C:25]([C:10]3[CH:11]=[CH:12][C:13]([C:15]([NH:16][CH:17]4[CH2:18][CH2:19][N:20]([CH3:23])[CH2:21][CH2:22]4)=[O:24])=[CH:14][C:9]=3[CH3:8])=[CH:30][CH:29]=2)=[O:49])[CH2:51][CH2:52]1. Given the reactants FC(F)(F)C(O)=O.[CH3:8][C:9]1[CH:14]=[C:13]([C:15](=[O:24])[NH:16][CH:17]2[CH2:22][CH2:21][N:20]([CH3:23])[CH2:19][CH2:18]2)[CH:12]=[CH:11][C:10]=1[C:25]1[CH:30]=[CH:29][C:28]([CH2:31][C@H:32]([NH:47][C:48]([C@H:50]2[CH2:55][CH2:54][C@H:53]([CH2:56][NH:57]C(=O)OC(C)(C)C)[CH2:52][CH2:51]2)=[O:49])[C:33](=[O:46])[NH:34][C:35]2[CH:40]=[CH:39][C:38]([C:41]3[N:42]=[N:43][NH:44][N:45]=3)=[CH:37][CH:36]=2)=[CH:27][CH:26]=1.[ClH:65], predict the reaction product. (3) Given the reactants C([O:3][C:4](=[O:29])[CH2:5][N:6]([CH2:11][C:12]1[CH:17]=[CH:16][C:15]([S:18][C:19]([CH3:28])([CH3:27])[C:20]([O:22][C:23]([CH3:26])([CH3:25])[CH3:24])=[O:21])=[CH:14][CH:13]=1)[CH2:7][CH2:8][O:9][CH3:10])C.[OH-].[Na+].O, predict the reaction product. The product is: [C:23]([O:22][C:20](=[O:21])[C:19]([S:18][C:15]1[CH:14]=[CH:13][C:12]([CH2:11][N:6]([CH2:7][CH2:8][O:9][CH3:10])[CH2:5][C:4]([OH:29])=[O:3])=[CH:17][CH:16]=1)([CH3:28])[CH3:27])([CH3:24])([CH3:25])[CH3:26].